Dataset: TCR-epitope binding with 47,182 pairs between 192 epitopes and 23,139 TCRs. Task: Binary Classification. Given a T-cell receptor sequence (or CDR3 region) and an epitope sequence, predict whether binding occurs between them. The epitope is ELAGIGILTV. The TCR CDR3 sequence is CASSFSQTSGTGRIYYGYTF. Result: 1 (the TCR binds to the epitope).